From a dataset of Forward reaction prediction with 1.9M reactions from USPTO patents (1976-2016). Predict the product of the given reaction. (1) Given the reactants [F:1][C:2]([F:14])([F:13])[C:3]1[CH:4]=[C:5]([CH2:9][CH2:10][CH2:11]I)[CH:6]=[CH:7][CH:8]=1.[C-:15]#[C-:16].[Na+].[Na+], predict the reaction product. The product is: [F:1][C:2]([F:14])([F:13])[C:3]1[CH:4]=[C:5]([CH2:9][CH2:10][CH2:11][C:15]#[CH:16])[CH:6]=[CH:7][CH:8]=1. (2) Given the reactants [NH2:1][C:2]1[N:7]2[CH:8]=[C:9]([CH2:11][CH3:12])[N:10]=[C:6]2[C:5]([C:13]([OH:15])=O)=[CH:4][C:3]=1[Cl:16].[NH2:17][CH2:18][CH:19]1[CH2:24][CH2:23][N:22](C(OC(C)(C)C)=O)[CH2:21][CH2:20]1.P(C#N)(=O)(OCC)OCC.C(N(C(C)C)CC)(C)C, predict the reaction product. The product is: [NH2:1][C:2]1[N:7]2[CH:8]=[C:9]([CH2:11][CH3:12])[N:10]=[C:6]2[C:5]([C:13]([NH:17][CH2:18][CH:19]2[CH2:24][CH2:23][NH:22][CH2:21][CH2:20]2)=[O:15])=[CH:4][C:3]=1[Cl:16]. (3) Given the reactants Br[C:2]1[CH:3]=[C:4]([CH:9]=[CH:10][C:11]=1[O:12][CH:13]1[CH2:18][CH2:17][CH2:16][CH2:15][O:14]1)[C:5]([O:7][CH3:8])=[O:6].COC1C=CC=C(OC)[C:26]=1[C:27]1[CH:28]=[CH:29][CH:30]=[CH:31][C:32]=1P(C1CCCCC1)C1CCCCC1.P([O-])([O-])([O-])=O.[K+].[K+].[K+].CC1(C)C(B2OC(C)(C)C(C)(C)O2)=CCC1, predict the reaction product. The product is: [CH3:28][C:27]1([CH3:26])[C:32]([C:2]2[CH:3]=[C:4]([CH:9]=[CH:10][C:11]=2[O:12][CH:13]2[CH2:18][CH2:17][CH2:16][CH2:15][O:14]2)[C:5]([O:7][CH3:8])=[O:6])=[CH:31][CH2:30][CH2:29]1. (4) Given the reactants F[C:2]1[N:7]=[C:6]([NH2:8])[CH:5]=[CH:4][CH:3]=1.[CH3:9][C:10]1([CH3:15])[CH2:14][CH2:13][CH2:12][NH:11]1, predict the reaction product. The product is: [CH3:9][C:10]1([CH3:15])[CH2:14][CH2:13][CH2:12][N:11]1[C:2]1[N:7]=[C:6]([NH2:8])[CH:5]=[CH:4][CH:3]=1.